This data is from Full USPTO retrosynthesis dataset with 1.9M reactions from patents (1976-2016). The task is: Predict the reactants needed to synthesize the given product. (1) Given the product [NH3:11].[CH:37]([N:33]([CH:34]([CH3:36])[CH3:35])[CH2:32][CH2:31][C@@H:30]([C:25]1[CH:24]=[C:23]([CH2:22][CH2:21][O:20][C:17]2[CH:18]=[CH:19][C:14]([CH2:13][CH2:12][NH:11][CH2:10][C@@H:9]([C:46]3[CH:47]=[CH:48][C:49]([OH:55])=[C:50]([NH:52][CH:53]=[O:54])[CH:51]=3)[OH:8])=[CH:15][CH:16]=2)[CH:28]=[CH:27][C:26]=1[OH:29])[C:40]1[CH:41]=[CH:42][CH:43]=[CH:44][CH:45]=1)([CH3:38])[CH3:39], predict the reactants needed to synthesize it. The reactants are: [Si]([O:8][C@H:9]([C:46]1[CH:47]=[CH:48][C:49]([OH:55])=[C:50]([NH:52][CH:53]=[O:54])[CH:51]=1)[CH2:10][NH:11][CH2:12][CH2:13][C:14]1[CH:19]=[CH:18][C:17]([O:20][CH2:21][CH2:22][C:23]2[CH:28]=[CH:27][C:26]([OH:29])=[C:25]([C@@H:30]([C:40]3[CH:45]=[CH:44][CH:43]=[CH:42][CH:41]=3)[CH2:31][CH2:32][N:33]([CH:37]([CH3:39])[CH3:38])[CH:34]([CH3:36])[CH3:35])[CH:24]=2)=[CH:16][CH:15]=1)(C(C)(C)C)(C)C.CCN(CC)CC.F.F.F. (2) Given the product [I:11][C:12]1[C:16]([CH:17]=[O:18])=[CH:15][N:14]([CH:19]2[CH2:24][CH2:23][CH2:22][CH2:21][O:20]2)[N:13]=1, predict the reactants needed to synthesize it. The reactants are: C(Cl)(=O)C(Cl)=O.CS(C)=O.[I:11][C:12]1[C:16]([CH2:17][OH:18])=[CH:15][N:14]([CH:19]2[CH2:24][CH2:23][CH2:22][CH2:21][O:20]2)[N:13]=1.C(N(CC)CC)C. (3) Given the product [C:24]([NH:1][CH2:2][CH2:3][CH:4]1[CH2:5][CH2:6][N:7]([C:10]([O:12][C:13]([CH3:16])([CH3:15])[CH3:14])=[O:11])[CH2:8][CH2:9]1)(=[O:27])[CH:25]=[CH2:26], predict the reactants needed to synthesize it. The reactants are: [NH2:1][CH2:2][CH2:3][CH:4]1[CH2:9][CH2:8][N:7]([C:10]([O:12][C:13]([CH3:16])([CH3:15])[CH3:14])=[O:11])[CH2:6][CH2:5]1.CCN(CC)CC.[C:24](Cl)(=[O:27])[CH:25]=[CH2:26].O. (4) Given the product [C:32]([O:31][C:30]([NH:29][C:8]1[CH2:9][C:10]([C:12](=[O:28])[N:13]([CH2:17][CH2:18][CH2:19][O:20][Si:21]([C:24]([CH3:26])([CH3:25])[CH3:27])([CH3:23])[CH3:22])[CH2:14][CH2:15][CH3:16])=[CH:11][C:5]2[CH:4]=[CH:3][C:2]([C:46]3[CH:51]=[CH:50][C:49]([CH2:52][C:53]([O:55][CH2:56][CH2:57][CH3:58])=[O:54])=[CH:48][CH:47]=3)=[CH:37][C:6]=2[N:7]=1)=[O:36])([CH3:34])([CH3:35])[CH3:33], predict the reactants needed to synthesize it. The reactants are: Br[C:2]1[CH:3]=[CH:4][C:5]2=[C:6]([CH:37]=1)[N:7]=[C:8]([NH:29][C:30](=[O:36])[O:31][C:32]([CH3:35])([CH3:34])[CH3:33])[CH2:9][C:10]([C:12](=[O:28])[N:13]([CH2:17][CH2:18][CH2:19][O:20][Si:21]([C:24]([CH3:27])([CH3:26])[CH3:25])([CH3:23])[CH3:22])[CH2:14][CH2:15][CH3:16])=[CH:11]2.CC1(C)C(C)(C)OB([C:46]2[CH:51]=[CH:50][C:49]([CH2:52][C:53]([O:55][CH2:56][CH2:57][CH3:58])=[O:54])=[CH:48][CH:47]=2)O1.C(=O)([O-])[O-].[K+].[K+]. (5) Given the product [C:18]([C:6]1[N:1]=[C:2]([C:7]2[CH:12]=[CH:11][CH:10]=[CH:9][N:8]=2)[CH:3]=[CH:4][CH:5]=1)#[N:19], predict the reactants needed to synthesize it. The reactants are: [N+:1]1([O-])[C:2]([C:7]2[CH:12]=[CH:11][CH:10]=[CH:9][N:8]=2)=[CH:3][CH:4]=[CH:5][CH:6]=1.C[Si]([C:18]#[N:19])(C)C.CN(C)C(Cl)=O. (6) Given the product [O:23]=[C:22]1[C:18]2[CH:17]=[C:14]([C:15]([OH:16])=[O:26])[S:13][C:19]=2[CH2:20][CH2:21]1, predict the reactants needed to synthesize it. The reactants are: [OH-].[Na+].C(N(CC)CC)C.CN1[C:15](=[O:16])/[C:14](=[CH:17]/[CH:18]2[C:22](=[O:23])[CH2:21][CH2:20][C:19]2=O)/[S:13]C1=S.[OH:26]P([O-])(O)=O.[K+]. (7) Given the product [N:21]1[CH:22]=[CH:23][CH:24]=[CH:25][C:20]=1[O:17][C:3]1[CH:4]=[CH:5][C:6]2[C:7]3[CH2:8][CH2:9][CH2:10][CH2:11][C:12]=3[C:13](=[O:16])[NH:14][C:15]=2[CH:2]=1, predict the reactants needed to synthesize it. The reactants are: O[C:2]1[C:15]2[NH:14][C:13](=[O:16])[C:12]3[CH2:11][CH2:10][CH2:9][CH2:8][C:7]=3[C:6]=2[CH:5]=[CH:4][CH:3]=1.[OH-:17].[K+].Br[C:20]1[CH:25]=[CH:24][CH:23]=[CH:22][N:21]=1.Cl. (8) Given the product [C:24]([C:3]1[CH:4]=[C:5]([F:23])[C:6]([NH:8][C@H:9]2[CH2:14][CH2:13][C@H:12]([NH:15][C:16](=[O:22])[O:17][C:18]([CH3:21])([CH3:20])[CH3:19])[CH2:11][CH2:10]2)=[N:7][C:2]=1[O:29][CH2:28][CH2:27][F:26])#[N:25], predict the reactants needed to synthesize it. The reactants are: Cl[C:2]1[N:7]=[C:6]([NH:8][C@H:9]2[CH2:14][CH2:13][C@H:12]([NH:15][C:16](=[O:22])[O:17][C:18]([CH3:21])([CH3:20])[CH3:19])[CH2:11][CH2:10]2)[C:5]([F:23])=[CH:4][C:3]=1[C:24]#[N:25].[F:26][CH2:27][CH2:28][OH:29].[OH-].[Na+].